This data is from Catalyst prediction with 721,799 reactions and 888 catalyst types from USPTO. The task is: Predict which catalyst facilitates the given reaction. Reactant: [CH3:1][O:2][C:3]1[CH:9]=[C:8]([CH:10]2[CH2:15][CH2:14][NH:13][CH2:12][CH2:11]2)[CH:7]=[CH:6][C:4]=1[NH2:5].[CH:16]([S:18]([CH3:21])(=[O:20])=[O:19])=[CH2:17]. Product: [CH3:1][O:2][C:3]1[CH:9]=[C:8]([CH:10]2[CH2:15][CH2:14][N:13]([CH2:17][CH2:16][S:18]([CH3:21])(=[O:20])=[O:19])[CH2:12][CH2:11]2)[CH:7]=[CH:6][C:4]=1[NH2:5]. The catalyst class is: 2.